From a dataset of NCI-60 drug combinations with 297,098 pairs across 59 cell lines. Regression. Given two drug SMILES strings and cell line genomic features, predict the synergy score measuring deviation from expected non-interaction effect. (1) Drug 1: CC1C(C(CC(O1)OC2CC(OC(C2O)C)OC3=CC4=CC5=C(C(=O)C(C(C5)C(C(=O)C(C(C)O)O)OC)OC6CC(C(C(O6)C)O)OC7CC(C(C(O7)C)O)OC8CC(C(C(O8)C)O)(C)O)C(=C4C(=C3C)O)O)O)O. Drug 2: CC1=C(C(=O)C2=C(C1=O)N3CC4C(C3(C2COC(=O)N)OC)N4)N. Cell line: UACC-257. Synergy scores: CSS=23.7, Synergy_ZIP=-2.11, Synergy_Bliss=1.12, Synergy_Loewe=-0.530, Synergy_HSA=1.20. (2) Drug 1: CC(C1=C(C=CC(=C1Cl)F)Cl)OC2=C(N=CC(=C2)C3=CN(N=C3)C4CCNCC4)N. Drug 2: CCCCC(=O)OCC(=O)C1(CC(C2=C(C1)C(=C3C(=C2O)C(=O)C4=C(C3=O)C=CC=C4OC)O)OC5CC(C(C(O5)C)O)NC(=O)C(F)(F)F)O. Cell line: RXF 393. Synergy scores: CSS=8.34, Synergy_ZIP=-1.08, Synergy_Bliss=1.78, Synergy_Loewe=0.0563, Synergy_HSA=3.16. (3) Drug 1: CS(=O)(=O)CCNCC1=CC=C(O1)C2=CC3=C(C=C2)N=CN=C3NC4=CC(=C(C=C4)OCC5=CC(=CC=C5)F)Cl. Drug 2: CC1C(C(CC(O1)OC2CC(CC3=C2C(=C4C(=C3O)C(=O)C5=C(C4=O)C(=CC=C5)OC)O)(C(=O)CO)O)N)O.Cl. Cell line: SF-268. Synergy scores: CSS=32.0, Synergy_ZIP=0.781, Synergy_Bliss=5.67, Synergy_Loewe=-5.72, Synergy_HSA=5.22. (4) Drug 1: COC1=NC(=NC2=C1N=CN2C3C(C(C(O3)CO)O)O)N. Drug 2: CC1C(C(CC(O1)OC2CC(CC3=C2C(=C4C(=C3O)C(=O)C5=C(C4=O)C(=CC=C5)OC)O)(C(=O)CO)O)N)O.Cl. Cell line: SR. Synergy scores: CSS=38.4, Synergy_ZIP=0.299, Synergy_Bliss=-4.76, Synergy_Loewe=-35.0, Synergy_HSA=-7.66.